This data is from Forward reaction prediction with 1.9M reactions from USPTO patents (1976-2016). The task is: Predict the product of the given reaction. (1) Given the reactants [Li]CCCC.Br[C:7]1[CH:12]=[CH:11][C:10]([Br:13])=[CH:9][C:8]=1[C:14]([F:17])([F:16])[F:15].CN([CH:21]=[O:22])C, predict the reaction product. The product is: [Br:13][C:10]1[CH:11]=[CH:12][C:7]([CH:21]=[O:22])=[C:8]([C:14]([F:17])([F:16])[F:15])[CH:9]=1. (2) Given the reactants [Cl:1][C:2]1[CH:3]=[N:4][CH:5]=[C:6]([Cl:20])[C:7]=1[S:8][C:9]1[S:13][C:12]([C:14]([OH:16])=O)=[CH:11][C:10]=1[N+:17]([O-:19])=[O:18].[OH:21][C:22]1[CH:29]=[CH:28][C:25]([CH2:26][NH2:27])=[CH:24][CH:23]=1, predict the reaction product. The product is: [Cl:20][C:6]1[CH:5]=[N:4][CH:3]=[C:2]([Cl:1])[C:7]=1[S:8][C:9]1[S:13][C:12]([C:14]([NH:27][CH2:26][C:25]2[CH:28]=[CH:29][C:22]([OH:21])=[CH:23][CH:24]=2)=[O:16])=[CH:11][C:10]=1[N+:17]([O-:19])=[O:18].